Dataset: Catalyst prediction with 721,799 reactions and 888 catalyst types from USPTO. Task: Predict which catalyst facilitates the given reaction. Reactant: [C:1]([N:8]1[CH2:13][CH:12]=[CH:11][CH2:10][CH2:9]1)([O:3][C:4]([CH3:7])([CH3:6])[CH3:5])=[O:2].ClC1C=C(C=CC=1)C(OO)=[O:19]. Product: [CH:12]12[O:19][CH:11]1[CH2:10][CH2:9][N:8]([C:1]([O:3][C:4]([CH3:7])([CH3:6])[CH3:5])=[O:2])[CH2:13]2. The catalyst class is: 4.